This data is from Forward reaction prediction with 1.9M reactions from USPTO patents (1976-2016). The task is: Predict the product of the given reaction. (1) Given the reactants [NH2:1][C:2]1[C:12]([CH3:13])=[C:11]([CH:14]=O)[C:10]([C:16]([F:19])([F:18])[F:17])=[CH:9][C:3]=1[C:4]([O:6][CH2:7][CH3:8])=[O:5].[CH3:20][N:21]([C@H:29]1[CH2:34][CH2:33][CH2:32][NH:31][CH2:30]1)[C:22](=[O:28])[O:23][C:24]([CH3:27])([CH3:26])[CH3:25], predict the reaction product. The product is: [NH2:1][C:2]1[C:12]([CH3:13])=[C:11]([CH2:14][N:31]2[CH2:32][CH2:33][CH2:34][C@H:29]([N:21]([CH3:20])[C:22]([O:23][C:24]([CH3:26])([CH3:25])[CH3:27])=[O:28])[CH2:30]2)[C:10]([C:16]([F:19])([F:18])[F:17])=[CH:9][C:3]=1[C:4]([O:6][CH2:7][CH3:8])=[O:5]. (2) Given the reactants [F:1][C:2]1[CH:7]=[CH:6][CH:5]=[C:4]([F:8])[C:3]=1[N:9]1[C:14]2[N:15]=[C:16](S(C)(=O)=O)[N:17]=[C:18]([C:19]3[CH:20]=[C:21]([CH:32]=[CH:33][C:34]=3[CH3:35])[C:22]([NH:24][CH2:25][C:26]3[CH:31]=[CH:30][CH:29]=[CH:28][CH:27]=3)=[O:23])[C:13]=2[CH2:12][NH:11][C:10]1=[O:40].C[N:42]([CH:50]1CCNC[CH2:51]1)[C:43](=[O:49])[O:44][C:45]([CH3:48])([CH3:47])[CH3:46].C([N:58]([CH2:61][CH3:62])[CH2:59][CH3:60])C, predict the reaction product. The product is: [F:1][C:2]1[CH:7]=[CH:6][CH:5]=[C:4]([F:8])[C:3]=1[N:9]1[C:14]2[N:15]=[C:16]([N:58]3[CH2:59][CH2:60][CH:51]([CH2:50][NH:42][C:43](=[O:49])[O:44][C:45]([CH3:48])([CH3:47])[CH3:46])[CH2:62][CH2:61]3)[N:17]=[C:18]([C:19]3[CH:20]=[C:21]([C:22]([NH:24][CH2:25][C:26]4[CH:31]=[CH:30][CH:29]=[CH:28][CH:27]=4)=[O:23])[CH:32]=[CH:33][C:34]=3[CH3:35])[C:13]=2[CH2:12][NH:11][C:10]1=[O:40]. (3) Given the reactants C([O:4][CH2:5][C:6]1[N:10]([CH2:11][CH2:12][CH2:13][C:14]([F:17])([F:16])[F:15])[C:9]2[CH:18]=[CH:19][C:20]([C:22]#[N:23])=[CH:21][C:8]=2[N:7]=1)(=O)C.C([O-])([O-])=O.[K+].[K+], predict the reaction product. The product is: [NH3:7].[OH:4][CH2:5][C:6]1[N:10]([CH2:11][CH2:12][CH2:13][C:14]([F:16])([F:15])[F:17])[C:9]2[CH:18]=[CH:19][C:20]([C:22]#[N:23])=[CH:21][C:8]=2[N:7]=1.